Dataset: Forward reaction prediction with 1.9M reactions from USPTO patents (1976-2016). Task: Predict the product of the given reaction. (1) Given the reactants [C:1]([OH:12])(=O)/[CH:2]=[CH:3]/[CH2:4][CH2:5][CH2:6][CH2:7][CH2:8][CH2:9][CH3:10].[C:13]1([CH:19]2[CH2:24][CH2:23][NH:22][CH2:21][CH2:20]2)[CH:18]=[CH:17][CH:16]=[CH:15][CH:14]=1, predict the reaction product. The product is: [C:1]([N:22]1[CH2:23][CH2:24][CH:19]([C:13]2[CH:18]=[CH:17][CH:16]=[CH:15][CH:14]=2)[CH2:20][CH2:21]1)(=[O:12])/[CH:2]=[CH:3]/[CH2:4][CH2:5][CH2:6][CH2:7][CH2:8][CH2:9][CH3:10]. (2) Given the reactants CC(C)=O.[C:5]([OH:12])(=[O:11])[CH2:6][CH2:7][C:8]([OH:10])=[O:9].[CH:13]1[CH:14]=[CH:15][C:16]([C@@H:19]2[N:28]([C:29]([O:31][C@@H:32]3[CH:37]4[CH2:38][CH2:39][N:34]([CH2:35][CH2:36]4)[CH2:33]3)=[O:30])[CH2:27][CH2:26][C:25]3[CH:24]=[CH:23][CH:22]=[CH:21][C:20]2=3)=[CH:17][CH:18]=1, predict the reaction product. The product is: [CH:13]1[CH:18]=[CH:17][C:16]([C@@H:19]2[N:28]([C:29]([O:31][C@@H:32]3[CH:37]4[CH2:36][CH2:35][N:34]([CH2:39][CH2:38]4)[CH2:33]3)=[O:30])[CH2:27][CH2:26][C:25]3[CH:24]=[CH:23][CH:22]=[CH:21][C:20]2=3)=[CH:15][CH:14]=1.[CH2:6]([C:5]([OH:12])=[O:11])[CH2:7][C:8]([OH:10])=[O:9]. (3) Given the reactants [Cl:1][C:2]1[N:12]=[C:5]2[C:6]([CH:10]=[CH2:11])=[CH:7][CH:8]=[CH:9][N:4]2[N:3]=1.Br[C:14]1[CH:19]=[CH:18][CH:17]=[CH:16][C:15]=1[N:20]([CH3:25])[S:21]([CH3:24])(=[O:23])=[O:22].C1(C)C=CC=CC=1P(C1C=CC=CC=1C)C1C=CC=CC=1C.C(N(CC)CC)C, predict the reaction product. The product is: [Cl:1][C:2]1[N:12]=[C:5]2[C:6](/[CH:10]=[CH:11]/[C:14]3[CH:19]=[CH:18][CH:17]=[CH:16][C:15]=3[N:20]([CH3:25])[S:21]([CH3:24])(=[O:23])=[O:22])=[CH:7][CH:8]=[CH:9][N:4]2[N:3]=1. (4) Given the reactants [CH3:1][NH:2][CH2:3][C:4]1[CH:33]=[CH:32][C:7]([C:8]([NH:10][C:11]2[CH:16]=[CH:15][CH:14]=[C:13]([C:17]3[N:22]4[N:23]=[C:24]([C:26]5[CH:31]=[CH:30][N:29]=[CH:28][CH:27]=5)[CH:25]=[C:21]4[N:20]=[CH:19][CH:18]=3)[CH:12]=2)=[O:9])=[CH:6][C:5]=1[C:34]([F:37])([F:36])[F:35].[Cl:38]CCl.CO, predict the reaction product. The product is: [ClH:38].[CH3:1][NH:2][CH2:3][C:4]1[CH:33]=[CH:32][C:7]([C:8]([NH:10][C:11]2[CH:16]=[CH:15][CH:14]=[C:13]([C:17]3[N:22]4[N:23]=[C:24]([C:26]5[CH:31]=[CH:30][N:29]=[CH:28][CH:27]=5)[CH:25]=[C:21]4[N:20]=[CH:19][CH:18]=3)[CH:12]=2)=[O:9])=[CH:6][C:5]=1[C:34]([F:37])([F:35])[F:36]. (5) Given the reactants FC1CCCN(C([O-])=O)C1.O=P(Cl)(Cl)[Cl:13].[CH2:16]([O:23][C:24]([N:26]1[CH2:31][CH2:30][C@@H:29]([O:32][C:33]2[CH:34]=[CH:35][CH:36]=[C:37]3[C:42]=2[N+:41]([O-])=[CH:40][CH:39]=[CH:38]3)[C@H:28]([F:44])[CH2:27]1)=[O:25])[C:17]1[CH:22]=[CH:21][CH:20]=[CH:19][CH:18]=1, predict the reaction product. The product is: [Cl:13][C:40]1[CH:39]=[CH:38][C:37]2[C:42](=[C:33]([O:32][C@@H:29]3[CH2:30][CH2:31][N:26]([C:24]([O:23][CH2:16][C:17]4[CH:22]=[CH:21][CH:20]=[CH:19][CH:18]=4)=[O:25])[CH2:27][C@H:28]3[F:44])[CH:34]=[CH:35][CH:36]=2)[N:41]=1. (6) Given the reactants C[Si]([C:5]#[C:6][C:7]1[N:11]2[N:12]=[C:13]([C:16]3[CH:26]=[CH:25][C:19]([C:20]([O:22]CC)=[O:21])=[CH:18][CH:17]=3)[CH:14]=[CH:15][C:10]2=[N:9][CH:8]=1)(C)C.[Li+].[OH-], predict the reaction product. The product is: [C:6]([C:7]1[N:11]2[N:12]=[C:13]([C:16]3[CH:26]=[CH:25][C:19]([C:20]([OH:22])=[O:21])=[CH:18][CH:17]=3)[CH:14]=[CH:15][C:10]2=[N:9][CH:8]=1)#[CH:5]. (7) Given the reactants C([O:3][C:4](=[O:20])[C@@H:5]([O:18][CH3:19])[CH2:6][C:7]1[CH:12]=[CH:11][C:10]([O:13][CH2:14][CH2:15][CH2:16]Br)=[CH:9][CH:8]=1)C.[N:21]1[C:30]2[C:25](=[CH:26][C:27]([OH:31])=[CH:28][CH:29]=2)[CH:24]=[CH:23][CH:22]=1.CO[C@@H](CC1C=CC(OCCCOC2C=CC=CC=2)=CC=1)C(O)=O, predict the reaction product. The product is: [CH3:19][O:18][C@@H:5]([CH2:6][C:7]1[CH:8]=[CH:9][C:10]([O:13][CH2:14][CH2:15][CH2:16][O:31][C:27]2[CH:26]=[C:25]3[C:30](=[CH:29][CH:28]=2)[N:21]=[CH:22][CH:23]=[CH:24]3)=[CH:11][CH:12]=1)[C:4]([OH:3])=[O:20].